Dataset: Peptide-MHC class II binding affinity with 134,281 pairs from IEDB. Task: Regression. Given a peptide amino acid sequence and an MHC pseudo amino acid sequence, predict their binding affinity value. This is MHC class II binding data. (1) The peptide sequence is RQEKWMTGRMGERQL. The MHC is DRB3_0202 with pseudo-sequence DRB3_0202. The binding affinity (normalized) is 0.351. (2) The peptide sequence is QTDIPSEPWNTGHDW. The MHC is DRB3_0101 with pseudo-sequence DRB3_0101. The binding affinity (normalized) is 0.167.